From a dataset of TCR-epitope binding with 47,182 pairs between 192 epitopes and 23,139 TCRs. Binary Classification. Given a T-cell receptor sequence (or CDR3 region) and an epitope sequence, predict whether binding occurs between them. (1) The epitope is TFYLTNDVSFL. The TCR CDR3 sequence is CASSLGGPQHF. Result: 0 (the TCR does not bind to the epitope). (2) The epitope is QIKVRVKMV. The TCR CDR3 sequence is CASSDDVGRLAYEQYF. Result: 0 (the TCR does not bind to the epitope). (3) Result: 1 (the TCR binds to the epitope). The epitope is KRWIIMGLNK. The TCR CDR3 sequence is CASSLTSIAEAFF. (4) The epitope is YLDAYNMMI. The TCR CDR3 sequence is CASSPPSGPVRNEQFF. Result: 0 (the TCR does not bind to the epitope). (5) The epitope is RLRAEAQVK. The TCR CDR3 sequence is CASSLPGNQPQHF. Result: 1 (the TCR binds to the epitope). (6) The epitope is LLLGIGILV. The TCR CDR3 sequence is CSAREFGLDSYNEQFF. Result: 1 (the TCR binds to the epitope). (7) The epitope is NLVPMVATV. The TCR CDR3 sequence is CSARQGDTEAFF. Result: 1 (the TCR binds to the epitope). (8) The epitope is AVFDRKSDAK. The TCR CDR3 sequence is CASKAPDLSANYGYTF. Result: 1 (the TCR binds to the epitope). (9) The epitope is YYRRATRRIR. The TCR CDR3 sequence is CASSLEVGESGEAFF. Result: 0 (the TCR does not bind to the epitope).